Dataset: HIV replication inhibition screening data with 41,000+ compounds from the AIDS Antiviral Screen. Task: Binary Classification. Given a drug SMILES string, predict its activity (active/inactive) in a high-throughput screening assay against a specified biological target. The result is 0 (inactive). The molecule is CCOC(=O)c1c(C(F)(F)F)c2cc(C(=O)C(F)(F)F)c3ccccc3c2n1C.